From a dataset of Forward reaction prediction with 1.9M reactions from USPTO patents (1976-2016). Predict the product of the given reaction. (1) Given the reactants [CH:1]1(/[CH:6]=[C:7](/[C:18]2[NH:27][C:21]3=[N:22][CH:23]=[C:24]([F:26])[CH:25]=[C:20]3[CH:19]=2)\[C:8]2[CH:13]=[CH:12][C:11]([S:14]([CH3:17])(=[O:16])=[O:15])=[CH:10][CH:9]=2)[CH2:5][CH2:4][CH2:3][CH2:2]1, predict the reaction product. The product is: [CH:1]1([CH2:6][CH:7]([C:18]2[NH:27][C:21]3=[N:22][CH:23]=[C:24]([F:26])[CH:25]=[C:20]3[CH:19]=2)[C:8]2[CH:13]=[CH:12][C:11]([S:14]([CH3:17])(=[O:16])=[O:15])=[CH:10][CH:9]=2)[CH2:5][CH2:4][CH2:3][CH2:2]1. (2) Given the reactants C1COCC1.[C:6]([O:10][C:11](=[O:29])[NH:12][C@@H:13]([CH:17]=[N:18][C:19]1[CH:24]=[C:23]([Cl:25])[CH:22]=[CH:21][C:20]=1[C:26](=[O:28])[NH2:27])[CH:14]([CH3:16])[CH3:15])([CH3:9])([CH3:8])[CH3:7].O.[OH-].[Li+].Cl, predict the reaction product. The product is: [C:6]([O:10][C:11](=[O:29])[NH:12][C@@H:13]([C:17]1[NH:27][C:26](=[O:28])[C:20]2[C:19](=[CH:24][C:23]([Cl:25])=[CH:22][CH:21]=2)[N:18]=1)[CH:14]([CH3:16])[CH3:15])([CH3:8])([CH3:9])[CH3:7]. (3) Given the reactants [OH:1][C:2]1[CH:3]=[C:4]([CH:8]=[CH:9][CH:10]=1)[C:5]([OH:7])=O.CN1CCOCC1.[N:18]1([CH2:23][CH2:24][CH2:25][S:26]([C:29]2[CH:34]=[CH:33][C:32]([NH:35][C:36]3[N:41]=[CH:40][C:39]([NH2:42])=[CH:38][N:37]=3)=[CH:31][CH:30]=2)(=[O:28])=[O:27])[CH2:22][CH2:21][CH2:20][CH2:19]1.CN(C=O)C, predict the reaction product. The product is: [OH:1][C:2]1[CH:3]=[C:4]([CH:8]=[CH:9][CH:10]=1)[C:5]([NH:42][C:39]1[CH:40]=[N:41][C:36]([NH:35][C:32]2[CH:33]=[CH:34][C:29]([S:26]([CH2:25][CH2:24][CH2:23][N:18]3[CH2:22][CH2:21][CH2:20][CH2:19]3)(=[O:27])=[O:28])=[CH:30][CH:31]=2)=[N:37][CH:38]=1)=[O:7].